This data is from Forward reaction prediction with 1.9M reactions from USPTO patents (1976-2016). The task is: Predict the product of the given reaction. (1) Given the reactants [CH3:1][N:2]([CH3:21])[C:3]1[CH:20]=[CH:19][C:6]([C:7]([NH:9][C:10]2[CH:11]=[C:12]3[C:16](=[CH:17][CH:18]=2)[NH:15][CH:14]=[CH:13]3)=[O:8])=[CH:5][CH:4]=1.[NH:22]1[C:30]2[C:25](=[CH:26][C:27](N)=[CH:28][CH:29]=2)C=C1.OC1C2N=NNC=2C=CC=1.C(N(CC)CC)C.CN(C)C1C=CC(C(O)=O)=CC=1.C(Cl)CCl, predict the reaction product. The product is: [NH2:22][C:30]1[CH:25]=[CH:26][C:27]([N:15]2[C:16]3[C:12](=[CH:11][C:10]([NH:9][C:7](=[O:8])[C:6]4[CH:5]=[CH:4][C:3]([N:2]([CH3:21])[CH3:1])=[CH:20][CH:19]=4)=[CH:18][CH:17]=3)[CH:13]=[CH:14]2)=[CH:28][CH:29]=1. (2) Given the reactants [C:1]([O:5][C:6]([N:8]1[CH2:13][CH2:12][N:11]2[C:14]([CH:18]3[CH2:20][CH2:19]3)=[N:15][C:16](I)=[C:10]2[CH:9]1[CH2:21][CH2:22][C:23]1[CH:28]=[CH:27][C:26]([C:29]([F:32])([F:31])[F:30])=[C:25]([F:33])[CH:24]=1)=[O:7])([CH3:4])([CH3:3])[CH3:2].[C:34]1(P(C2C=CC=CC=2)C2C=CC=CC=2)C=CC=C[CH:35]=1.C([Sn](CCCC)(CCCC)C=C)CCC.CCOC(C)=O, predict the reaction product. The product is: [C:1]([O:5][C:6]([N:8]1[CH2:13][CH2:12][N:11]2[C:14]([CH:18]3[CH2:20][CH2:19]3)=[N:15][C:16]([CH:34]=[CH2:35])=[C:10]2[CH:9]1[CH2:21][CH2:22][C:23]1[CH:28]=[CH:27][C:26]([C:29]([F:32])([F:31])[F:30])=[C:25]([F:33])[CH:24]=1)=[O:7])([CH3:4])([CH3:3])[CH3:2]. (3) The product is: [CH2:2]([O:9][C:10](=[O:24])[NH:11][CH2:12][C@@H:13]([OH:23])[C@@H:14]([NH:22][C:31]([C:30]1[CH:34]=[C:35]([N:37]2[CH2:41][CH2:40][CH2:39][C:38]2=[O:42])[CH:36]=[C:28]([NH:27][CH2:25][CH3:26])[CH:29]=1)=[O:32])[CH2:15][C:16]1[CH:21]=[CH:20][CH:19]=[CH:18][CH:17]=1)[C:3]1[CH:4]=[CH:5][CH:6]=[CH:7][CH:8]=1. Given the reactants Cl.[CH2:2]([O:9][C:10](=[O:24])[NH:11][CH2:12][C@@H:13]([OH:23])[C@@H:14]([NH2:22])[CH2:15][C:16]1[CH:21]=[CH:20][CH:19]=[CH:18][CH:17]=1)[C:3]1[CH:8]=[CH:7][CH:6]=[CH:5][CH:4]=1.[CH2:25]([NH:27][C:28]1[CH:29]=[C:30]([CH:34]=[C:35]([N:37]2[CH2:41][CH2:40][CH2:39][C:38]2=[O:42])[CH:36]=1)[C:31](O)=[O:32])[CH3:26], predict the reaction product. (4) Given the reactants O1CCCC1.[CH2:6]([Mg]Cl)[CH2:7][CH2:8][CH2:9][CH2:10][CH2:11][CH3:12].Cl[C:16]1[CH:21]=[CH:20][CH:19]=[CH:18][CH:17]=1.[Cl-].[NH4+], predict the reaction product. The product is: [C:16]1([CH2:6][CH2:7][CH2:8][CH2:9][CH2:10][CH2:11][CH3:12])[CH:21]=[CH:20][CH:19]=[CH:18][CH:17]=1.